This data is from Reaction yield outcomes from USPTO patents with 853,638 reactions. The task is: Predict the reaction yield, written as a fraction of the theoretical maximum amount of product (1.0 means a 100% yield; for example, 0.34 means a 34% yield). The reactants are C([O:3][C:4](=[O:33])[C:5]1[CH:10]=[CH:9][CH:8]=[C:7]([N:11]2[C:15]([CH3:16])=[CH:14][CH:13]=[C:12]2[C:17]2[CH:22]=[C:21]([Br:23])[CH:20]=[CH:19][C:18]=2[O:24][CH2:25][C:26]2[CH:31]=[CH:30][C:29]([F:32])=[CH:28][CH:27]=2)[CH:6]=1)C.[OH-].[Na+]. The catalyst is CCO. The product is [Br:23][C:21]1[CH:20]=[CH:19][C:18]([O:24][CH2:25][C:26]2[CH:27]=[CH:28][C:29]([F:32])=[CH:30][CH:31]=2)=[C:17]([C:12]2[N:11]([C:7]3[CH:6]=[C:5]([CH:10]=[CH:9][CH:8]=3)[C:4]([OH:33])=[O:3])[C:15]([CH3:16])=[CH:14][CH:13]=2)[CH:22]=1. The yield is 0.960.